Task: Predict the reaction yield, written as a fraction of the theoretical maximum amount of product (1.0 means a 100% yield; for example, 0.34 means a 34% yield).. Dataset: Reaction yield outcomes from USPTO patents with 853,638 reactions (1) The reactants are [C:1]([C:3]1[CH:4]=[CH:5][C:6]2[O:10][C:9]([CH:11]([NH:18][C:19]3[CH:24]=[CH:23][C:22]([C:25]([N:27]([CH3:35])[CH2:28][CH2:29][C:30]([O:32]CC)=[O:31])=[O:26])=[CH:21][CH:20]=3)[CH:12]3[CH2:17][CH2:16][CH2:15][CH2:14][CH2:13]3)=[C:8]([CH3:36])[C:7]=2[CH:37]=1)#[N:2].O1CCCC1.[OH-].[Li+]. The catalyst is C(O)C. The product is [C:1]([C:3]1[CH:4]=[CH:5][C:6]2[O:10][C:9]([CH:11]([NH:18][C:19]3[CH:20]=[CH:21][C:22]([C:25]([N:27]([CH3:35])[CH2:28][CH2:29][C:30]([OH:32])=[O:31])=[O:26])=[CH:23][CH:24]=3)[CH:12]3[CH2:17][CH2:16][CH2:15][CH2:14][CH2:13]3)=[C:8]([CH3:36])[C:7]=2[CH:37]=1)#[N:2]. The yield is 0.900. (2) The yield is 0.650. The reactants are [S-:1][C:2]#[N:3].[K+].[NH2:5][C:6]1[CH:7]=[CH:8][C:9]([O:12][C:13]2[CH:14]=[C:15]([NH:21][C:22](=[O:34])[C:23]3[CH:28]=[CH:27][CH:26]=[C:25]([C:29]([C:32]#[N:33])([CH3:31])[CH3:30])[CH:24]=3)[CH:16]=[CH:17][C:18]=2[O:19][CH3:20])=[N:10][CH:11]=1.BrBr. The product is [NH2:3][C:2]1[S:1][C:11]2[C:6]([N:5]=1)=[CH:7][CH:8]=[C:9]([O:12][C:13]1[CH:14]=[C:15]([NH:21][C:22](=[O:34])[C:23]3[CH:28]=[CH:27][CH:26]=[C:25]([C:29]([C:32]#[N:33])([CH3:31])[CH3:30])[CH:24]=3)[CH:16]=[CH:17][C:18]=1[O:19][CH3:20])[N:10]=2. The catalyst is C(O)(=O)C. (3) The reactants are [CH3:1][Si:2]([CH3:22])([CH3:21])[CH2:3][CH2:4][O:5][CH2:6][N:7]1[C:15]2[C:10](=[CH:11][CH:12]=[CH:13][CH:14]=2)[C:9]2[CH2:16][CH2:17][NH:18][C:19](=[O:20])[C:8]1=2.[Br:23][C:24]1[CH:29]=[CH:28][CH:27]=[C:26](Br)[C:25]=1[CH3:31].C(=O)([O-])[O-].[Cs+].[Cs+].CNCCN. The catalyst is [Cu](I)I.O1CCOCC1. The product is [Br:23][C:24]1[C:25]([CH3:31])=[C:26]([N:18]2[CH2:17][CH2:16][C:9]3[C:10]4[C:15](=[CH:14][CH:13]=[CH:12][CH:11]=4)[N:7]([CH2:6][O:5][CH2:4][CH2:3][Si:2]([CH3:22])([CH3:21])[CH3:1])[C:8]=3[C:19]2=[O:20])[CH:27]=[CH:28][CH:29]=1. The yield is 0.410. (4) The catalyst is O. The yield is 0.870. The reactants are [C:1](O[C:1](=[O:4])[CH2:2][CH3:3])(=[O:4])[CH2:2][CH3:3].[CH2:10]=[CH:11][CH2:12][CH:13]([NH2:17])[C:14]([OH:16])=[O:15].C([O-])([O-])=O.[K+].[K+].Cl. The product is [C:1]([NH:17][CH:13]([CH2:12][CH:11]=[CH2:10])[C:14]([OH:16])=[O:15])(=[O:4])[CH2:2][CH3:3]. (5) The reactants are O[CH:2]([C:13]1[CH:18]=[CH:17][C:16]([O:19][CH3:20])=[CH:15][CH:14]=1)[C:3]([C:5]1[CH:10]=[CH:9][C:8]([O:11][CH3:12])=[CH:7][CH:6]=1)=O.[CH3:21][NH:22][C:23]([NH:25][CH3:26])=[O:24]. The catalyst is C(O)CO.O. The product is [CH3:12][O:11][C:8]1[CH:9]=[CH:10][C:5]([C:3]2[N:22]([CH3:21])[C:23](=[O:24])[N:25]([CH3:26])[C:2]=2[C:13]2[CH:18]=[CH:17][C:16]([O:19][CH3:20])=[CH:15][CH:14]=2)=[CH:6][CH:7]=1. The yield is 0.670. (6) The reactants are [CH:1]([O:14][CH:15]1[CH2:20][CH2:19][N:18]([C:21]([F:33])([F:32])[C:22]2[N:27]=[C:26]([C:28]([O:30]C)=[O:29])[CH:25]=[CH:24][CH:23]=2)[CH2:17][CH2:16]1)([C:8]1[CH:13]=[CH:12][CH:11]=[CH:10][CH:9]=1)[C:2]1[CH:7]=[CH:6][CH:5]=[CH:4][CH:3]=1.[OH-].[Na+]. The catalyst is C(O)C. The product is [CH:1]([O:14][CH:15]1[CH2:16][CH2:17][N:18]([C:21]([F:33])([F:32])[C:22]2[N:27]=[C:26]([C:28]([OH:30])=[O:29])[CH:25]=[CH:24][CH:23]=2)[CH2:19][CH2:20]1)([C:8]1[CH:9]=[CH:10][CH:11]=[CH:12][CH:13]=1)[C:2]1[CH:7]=[CH:6][CH:5]=[CH:4][CH:3]=1. The yield is 0.830. (7) The yield is 0.930. The catalyst is O. The product is [NH:23]1[CH:25]=[N:32][C:11]([C:8]2[CH:9]=[C:10]3[C:5](=[CH:6][CH:7]=2)[N:4]([CH:14]2[CH2:19][CH2:18][CH2:17][CH2:16][O:15]2)[N:3]=[C:2]3[Br:1])=[N:13]1. The reactants are [Br:1][C:2]1[C:10]2[C:5](=[CH:6][CH:7]=[C:8]([C:11]([NH2:13])=O)[CH:9]=2)[N:4]([CH:14]2[CH2:19][CH2:18][CH2:17][CH2:16][O:15]2)[N:3]=1.COC(OC)[N:23]([CH3:25])C.C(O)(=O)C.[NH2:32]N. (8) The reactants are Cl[C:2]1[N:7]=[C:6]([C:8]2[N:12]3[CH:13]=[CH:14][CH:15]=[CH:16][C:11]3=[N:10][C:9]=2[C:17]2[CH:18]=[C:19]([CH:31]=[CH:32][CH:33]=2)[C:20]([NH:22][C:23]2[C:28]([F:29])=[CH:27][CH:26]=[CH:25][C:24]=2[F:30])=[O:21])[CH:5]=[CH:4][N:3]=1.[CH3:34][C:35]1[C:36]([N:44]2[CH2:49][CH2:48][N:47]([CH2:50][CH2:51][O:52][CH3:53])[CH2:46][CH2:45]2)=[CH:37][C:38]([O:42][CH3:43])=[C:39]([CH:41]=1)[NH2:40].C1(C)C=CC(S(O)(=O)=O)=CC=1.C(O)C(F)(F)F.N. The catalyst is CO.C(Cl)Cl. The product is [F:30][C:24]1[CH:25]=[CH:26][CH:27]=[C:28]([F:29])[C:23]=1[NH:22][C:20](=[O:21])[C:19]1[CH:31]=[CH:32][CH:33]=[C:17]([C:9]2[N:10]=[C:11]3[CH:16]=[CH:15][CH:14]=[CH:13][N:12]3[C:8]=2[C:6]2[CH:5]=[CH:4][N:3]=[C:2]([NH:40][C:39]3[CH:41]=[C:35]([CH3:34])[C:36]([N:44]4[CH2:45][CH2:46][N:47]([CH2:50][CH2:51][O:52][CH3:53])[CH2:48][CH2:49]4)=[CH:37][C:38]=3[O:42][CH3:43])[N:7]=2)[CH:18]=1. The yield is 0.460. (9) The reactants are [C:1](#[N:8])[C:2]1[CH:7]=[CH:6][CH:5]=[CH:4][CH:3]=1.[OH2:9]. No catalyst specified. The product is [C:1]([NH2:8])(=[O:9])[C:2]1[CH:7]=[CH:6][CH:5]=[CH:4][CH:3]=1. The yield is 0.600.